Dataset: Reaction yield outcomes from USPTO patents with 853,638 reactions. Task: Predict the reaction yield, written as a fraction of the theoretical maximum amount of product (1.0 means a 100% yield; for example, 0.34 means a 34% yield). (1) The reactants are [CH3:1][C:2]1[O:6][N:5]=[C:4]([C:7]2[CH:12]=[CH:11][CH:10]=[CH:9][CH:8]=2)[C:3]=1[CH2:13][O:14][C:15]1[CH:23]=[CH:22][C:18]([C:19]([OH:21])=O)=[CH:17][N:16]=1.Cl.[CH3:25][O:26][CH:27]1[CH2:30][NH:29][CH2:28]1. No catalyst specified. The product is [CH3:25][O:26][CH:27]1[CH2:30][N:29]([C:19]([C:18]2[CH:17]=[N:16][C:15]([O:14][CH2:13][C:3]3[C:4]([C:7]4[CH:8]=[CH:9][CH:10]=[CH:11][CH:12]=4)=[N:5][O:6][C:2]=3[CH3:1])=[CH:23][CH:22]=2)=[O:21])[CH2:28]1. The yield is 0.610. (2) The reactants are [CH3:1][C:2]1[CH:3]=[CH:4][C:5]([OH:24])=[C:6]([C@@H:8]([C:18]2[CH:19]=[CH:20][CH:21]=[CH:22][CH:23]=2)[CH2:9][CH2:10][N:11]([CH:15]([CH3:17])[CH3:16])[CH:12]([CH3:14])[CH3:13])[CH:7]=1.[C:25]([OH:37])(=[O:36])[CH2:26][NH:27][C:28]([C:30]1[CH:35]=[CH:34][CH:33]=[CH:32][CH:31]=1)=[O:29]. The catalyst is CC(C)=O. The product is [CH3:1][C:2]1[CH:3]=[CH:4][C:5]([OH:24])=[C:6]([C@@H:8]([C:18]2[CH:19]=[CH:20][CH:21]=[CH:22][CH:23]=2)[CH2:9][CH2:10][N:11]([CH:12]([CH3:14])[CH3:13])[CH:15]([CH3:16])[CH3:17])[CH:7]=1.[C:25]([O-:37])(=[O:36])[CH2:26][NH:27][C:28]([C:30]1[CH:31]=[CH:32][CH:33]=[CH:34][CH:35]=1)=[O:29]. The yield is 0.923. (3) The catalyst is CO. The yield is 0.950. The reactants are Cl.[NH2:2][OH:3].C([O-])(=O)C.[Na+].[F:9][C:10]1[CH:15]=[CH:14][CH:13]=[CH:12][C:11]=1[C:16](=O)[CH2:17][O:18][CH:19]([CH:24]=[CH2:25])[C:20]([F:23])([F:22])[F:21]. The product is [F:9][C:10]1[CH:15]=[CH:14][CH:13]=[CH:12][C:11]=1[C:16](=[N:2][OH:3])[CH2:17][O:18][CH:19]([CH:24]=[CH2:25])[C:20]([F:23])([F:22])[F:21]. (4) The reactants are Br[C:2]1[CH:7]=[CH:6][C:5]([NH:8][C:9](=[O:15])[O:10][C:11]([CH3:14])([CH3:13])[CH3:12])=[C:4]([N+:16]([O-:18])=[O:17])[CH:3]=1.[S:19]1[CH:23]=[CH:22][CH:21]=[C:20]1B(O)O.C(=O)([O-])[O-].[Na+].[Na+]. The catalyst is COCCOC.O.C1C=CC([P]([Pd]([P](C2C=CC=CC=2)(C2C=CC=CC=2)C2C=CC=CC=2)([P](C2C=CC=CC=2)(C2C=CC=CC=2)C2C=CC=CC=2)[P](C2C=CC=CC=2)(C2C=CC=CC=2)C2C=CC=CC=2)(C2C=CC=CC=2)C2C=CC=CC=2)=CC=1. The product is [N+:16]([C:4]1[CH:3]=[C:2]([C:20]2[S:19][CH:23]=[CH:22][CH:21]=2)[CH:7]=[CH:6][C:5]=1[NH:8][C:9](=[O:15])[O:10][C:11]([CH3:14])([CH3:13])[CH3:12])([O-:18])=[O:17]. The yield is 0.530. (5) The reactants are [F:1][C:2]1[CH:7]=[C:6]([N:8]2[CH2:13][CH2:12][NH:11][CH2:10][CH2:9]2)[CH:5]=[CH:4][C:3]=1[C:14]1[CH:15]=[C:16]2[C:22]([C:23]3[CH:24]=[N:25][N:26]([CH2:28][C:29]4[CH:34]=[CH:33][CH:32]=[C:31]([F:35])[CH:30]=4)[CH:27]=3)=[CH:21][N:20]([S:36]([C:39]3[CH:45]=[CH:44][C:42]([CH3:43])=[CH:41][CH:40]=3)(=[O:38])=[O:37])[C:17]2=[N:18][CH:19]=1.[CH3:46][C@H:47]1[CH2:49][O:48]1.CCN(C(C)C)C(C)C. The catalyst is C(O)C. The product is [F:1][C:2]1[CH:7]=[C:6]([N:8]2[CH2:9][CH2:10][N:11]([CH2:46][C@@H:47]([OH:48])[CH3:49])[CH2:12][CH2:13]2)[CH:5]=[CH:4][C:3]=1[C:14]1[CH:15]=[C:16]2[C:22]([C:23]3[CH:24]=[N:25][N:26]([CH2:28][C:29]4[CH:34]=[CH:33][CH:32]=[C:31]([F:35])[CH:30]=4)[CH:27]=3)=[CH:21][N:20]([S:36]([C:39]3[CH:40]=[CH:41][C:42]([CH3:43])=[CH:44][CH:45]=3)(=[O:38])=[O:37])[C:17]2=[N:18][CH:19]=1. The yield is 0.763.